Dataset: Catalyst prediction with 721,799 reactions and 888 catalyst types from USPTO. Task: Predict which catalyst facilitates the given reaction. The catalyst class is: 5. Product: [CH3:20][N:21]([CH3:22])[C:2]1[N:7]=[N:6][C:5]([C:8]2[CH:13]=[CH:12][CH:11]=[CH:10][CH:9]=2)=[C:4]([C:14]2[CH:19]=[CH:18][N:17]=[CH:16][CH:15]=2)[CH:3]=1. Reactant: Cl[C:2]1[N:7]=[N:6][C:5]([C:8]2[CH:13]=[CH:12][CH:11]=[CH:10][CH:9]=2)=[C:4]([C:14]2[CH:19]=[CH:18][N:17]=[CH:16][CH:15]=2)[CH:3]=1.[CH3:20][NH:21][CH3:22].C(OCC)(=O)C.